From a dataset of Peptide-MHC class I binding affinity with 185,985 pairs from IEDB/IMGT. Regression. Given a peptide amino acid sequence and an MHC pseudo amino acid sequence, predict their binding affinity value. This is MHC class I binding data. The peptide sequence is DLDKVYEILK. The MHC is HLA-A68:01 with pseudo-sequence HLA-A68:01. The binding affinity (normalized) is 0.337.